This data is from Full USPTO retrosynthesis dataset with 1.9M reactions from patents (1976-2016). The task is: Predict the reactants needed to synthesize the given product. (1) Given the product [NH2:34][CH:29]1[CH2:30][CH2:31][CH2:32][CH2:33][N:27]([CH2:2][CH2:3][N:4]2[CH2:5][CH2:6][CH:7]([NH:10][C:11]([C:13]3[NH:14][C:15]4[C:20]([CH:21]=3)=[C:19]([O:22][CH2:23][CH:24]([CH3:26])[CH3:25])[CH:18]=[CH:17][CH:16]=4)=[O:12])[CH2:8][CH2:9]2)[CH2:28]1, predict the reactants needed to synthesize it. The reactants are: O[CH2:2][CH2:3][N:4]1[CH2:9][CH2:8][CH:7]([NH:10][C:11]([C:13]2[NH:14][C:15]3[C:20]([CH:21]=2)=[C:19]([O:22][CH2:23][CH:24]([CH3:26])[CH3:25])[CH:18]=[CH:17][CH:16]=3)=[O:12])[CH2:6][CH2:5]1.[NH:27]1[CH2:33][CH2:32][CH2:31][CH2:30][CH:29]([NH2:34])[CH2:28]1. (2) Given the product [Cl:22][C:4]1[C:3]([CH:14]2[CH2:19][CH2:18][O:17][CH2:16][CH2:15]2)=[C:25]([Cl:27])[C:11]2[C:6](=[CH:7][CH:8]=[C:9]([I:12])[CH:10]=2)[N:5]=1, predict the reactants needed to synthesize it. The reactants are: OC1[C:11]2[C:6](=[CH:7][CH:8]=[C:9]([I:12])[CH:10]=2)[NH:5][C:4](=O)[C:3]=1[CH:14]1[CH2:19][CH2:18][O:17][CH2:16][CH2:15]1.O=P(Cl)(Cl)[Cl:22].[CH2:25]([Cl:27])Cl. (3) Given the product [F:11][C:12]1[CH:40]=[CH:39][C:15]([C:16]([N:18]2[CH2:19][C:20]([CH2:25][O:26][C:27]3[CH:36]=[CH:35][C:34]4[C:29](=[CH:30][CH:31]=[C:32]([O:37][CH3:38])[CH:33]=4)[CH:28]=3)([C:22]([NH:24][S:42]([CH3:41])(=[O:44])=[O:43])=[O:23])[CH2:21]2)=[O:17])=[CH:14][CH:13]=1, predict the reactants needed to synthesize it. The reactants are: C[Si]([N-][Si](C)(C)C)(C)C.[Na+].[F:11][C:12]1[CH:40]=[CH:39][C:15]([C:16]([N:18]2[CH2:21][C:20]([CH2:25][O:26][C:27]3[CH:36]=[CH:35][C:34]4[C:29](=[CH:30][CH:31]=[C:32]([O:37][CH3:38])[CH:33]=4)[CH:28]=3)([C:22]([NH2:24])=[O:23])[CH2:19]2)=[O:17])=[CH:14][CH:13]=1.[CH3:41][S:42](Cl)(=[O:44])=[O:43]. (4) Given the product [Cl:1][C:2]1[CH:7]=[CH:6][CH:5]=[CH:4][C:3]=1[CH:8]([N:18]([C:35]1[CH:40]=[C:39]([C:52]2[CH:57]=[CH:56][CH:55]=[CH:54][N:53]=2)[CH:38]=[C:37]([F:50])[CH:36]=1)[C:19]([C@@H:21]1[CH2:25][CH2:24][C:23](=[O:26])[N:22]1[C:27]1[CH:32]=[C:31]([C:33]#[N:34])[CH:30]=[CH:29][N:28]=1)=[O:20])[C:9]([NH:10][CH:11]1[CH2:12][C:13]([F:15])([F:16])[CH2:14]1)=[O:17], predict the reactants needed to synthesize it. The reactants are: [Cl:1][C:2]1[CH:7]=[CH:6][CH:5]=[CH:4][C:3]=1[CH:8]([N:18]([C:35]1[CH:40]=[CH:39][C:38](B2OC(C)(C)C(C)(C)O2)=[C:37]([F:50])[CH:36]=1)[C:19]([CH:21]1[CH2:25][CH2:24][C:23](=[O:26])[N:22]1[C:27]1[CH:32]=[C:31]([C:33]#[N:34])[CH:30]=[CH:29][N:28]=1)=[O:20])[C:9](=[O:17])[NH:10][CH:11]1[CH2:14][C:13]([F:16])([F:15])[CH2:12]1.Br[C:52]1[CH:57]=[CH:56][CH:55]=[CH:54][N:53]=1.C([O-])([O-])=O.[Cs+].[Cs+]. (5) Given the product [CH2:21]([O:20][C:18](=[O:19])[CH:17]([NH:6][C:5]1[CH:7]=[CH:8][C:9]([C:10]([F:11])([F:12])[F:13])=[C:3]([C:2]([F:14])([F:15])[F:1])[CH:4]=1)[CH3:23])[CH3:22], predict the reactants needed to synthesize it. The reactants are: [F:1][C:2]([F:15])([F:14])[C:3]1[CH:4]=[C:5]([CH:7]=[CH:8][C:9]=1[C:10]([F:13])([F:12])[F:11])[NH2:6].Br[CH:17]([CH3:23])[C:18]([O:20][CH2:21][CH3:22])=[O:19].N1C(C)=CC=CC=1C. (6) The reactants are: [CH:1]1([C:4]2[CH:5]=[CH:6][C:7]([N+:26]([O-])=O)=[C:8]([NH:10][CH:11]3[CH2:16][CH2:15][N:14]([C@H:17]4[CH2:22][CH2:21][C@H:20]([O:23][CH2:24][CH3:25])[CH2:19][CH2:18]4)[CH2:13][CH2:12]3)[CH:9]=2)[CH2:3][CH2:2]1.O.NN. Given the product [CH:1]1([C:4]2[CH:9]=[C:8]([NH:10][CH:11]3[CH2:12][CH2:13][N:14]([C@H:17]4[CH2:22][CH2:21][C@H:20]([O:23][CH2:24][CH3:25])[CH2:19][CH2:18]4)[CH2:15][CH2:16]3)[C:7]([NH2:26])=[CH:6][CH:5]=2)[CH2:2][CH2:3]1, predict the reactants needed to synthesize it. (7) Given the product [ClH:1].[ClH:1].[CH3:2][O:3][C:4]1[C:5]2[C:18]([C:19]3[CH:24]=[CH:23][CH:22]=[CH:21][CH:20]=3)=[C:17]([C:25]3[CH:26]=[CH:27][C:28]([C:31]4([NH2:35])[CH2:34][CH2:33][CH2:32]4)=[CH:29][CH:30]=3)[O:16][C:6]=2[N:7]=[C:8]([N:10]2[CH2:11][CH2:12][NH:13][CH2:14][CH2:15]2)[N:9]=1, predict the reactants needed to synthesize it. The reactants are: [ClH:1].[CH3:2][O:3][C:4]1[C:5]2[C:18]([C:19]3[CH:24]=[CH:23][CH:22]=[CH:21][CH:20]=3)=[C:17]([C:25]3[CH:30]=[CH:29][C:28]([C:31]4([NH:35]C(=O)OC(C)(C)C)[CH2:34][CH2:33][CH2:32]4)=[CH:27][CH:26]=3)[O:16][C:6]=2[N:7]=[C:8]([N:10]2[CH2:15][CH2:14][NH:13][CH2:12][CH2:11]2)[N:9]=1.CCOCC. (8) Given the product [Cl:8][C:4]1[CH:5]=[CH:6][CH:7]=[C:2]([Cl:1])[C:3]=1[N:9]1[C:13]([C:14]2[S:18][C:17]([NH:19][C:38](=[O:39])[CH2:37][CH2:36][CH2:35][N:34]([CH3:41])[CH3:33])=[N:16][CH:15]=2)=[CH:12][C:11]([CH:20]([F:21])[F:22])=[N:10]1, predict the reactants needed to synthesize it. The reactants are: [Cl:1][C:2]1[CH:7]=[CH:6][CH:5]=[C:4]([Cl:8])[C:3]=1[N:9]1[C:13]([C:14]2[S:18][C:17]([NH2:19])=[N:16][CH:15]=2)=[CH:12][C:11]([CH:20]([F:22])[F:21])=[N:10]1.C(N(CC)C(C)C)(C)C.Cl.[CH3:33][N:34]([CH3:41])[CH2:35][CH2:36][CH2:37][C:38](O)=[O:39]. (9) Given the product [Br:18][C:19]1[CH:24]=[CH:23][C:22]([S:25]([NH:1][C:2]2[C:3]([F:15])=[C:4]([F:14])[C:5]([C:6]([O:8][CH3:9])=[O:7])=[C:10]([F:13])[C:11]=2[F:12])(=[O:27])=[O:26])=[CH:21][CH:20]=1, predict the reactants needed to synthesize it. The reactants are: [NH2:1][C:2]1[C:11]([F:12])=[C:10]([F:13])[C:5]([C:6]([O:8][CH3:9])=[O:7])=[C:4]([F:14])[C:3]=1[F:15].[H-].[Na+].[Br:18][C:19]1[CH:24]=[CH:23][C:22]([S:25](Cl)(=[O:27])=[O:26])=[CH:21][CH:20]=1.C(=O)([O-])O.[Na+].